This data is from NCI-60 drug combinations with 297,098 pairs across 59 cell lines. The task is: Regression. Given two drug SMILES strings and cell line genomic features, predict the synergy score measuring deviation from expected non-interaction effect. (1) Drug 1: CC(C1=C(C=CC(=C1Cl)F)Cl)OC2=C(N=CC(=C2)C3=CN(N=C3)C4CCNCC4)N. Drug 2: C1=C(C(=O)NC(=O)N1)F. Cell line: NCI/ADR-RES. Synergy scores: CSS=26.7, Synergy_ZIP=-3.22, Synergy_Bliss=-8.30, Synergy_Loewe=-9.25, Synergy_HSA=-8.96. (2) Drug 1: CC1C(C(=O)NC(C(=O)N2CCCC2C(=O)N(CC(=O)N(C(C(=O)O1)C(C)C)C)C)C(C)C)NC(=O)C3=C4C(=C(C=C3)C)OC5=C(C(=O)C(=C(C5=N4)C(=O)NC6C(OC(=O)C(N(C(=O)CN(C(=O)C7CCCN7C(=O)C(NC6=O)C(C)C)C)C)C(C)C)C)N)C. Drug 2: CC1CCC2CC(C(=CC=CC=CC(CC(C(=O)C(C(C(=CC(C(=O)CC(OC(=O)C3CCCCN3C(=O)C(=O)C1(O2)O)C(C)CC4CCC(C(C4)OC)OCCO)C)C)O)OC)C)C)C)OC. Cell line: HOP-92. Synergy scores: CSS=2.04, Synergy_ZIP=0.745, Synergy_Bliss=7.24, Synergy_Loewe=5.73, Synergy_HSA=5.73. (3) Drug 1: CCCS(=O)(=O)NC1=C(C(=C(C=C1)F)C(=O)C2=CNC3=C2C=C(C=N3)C4=CC=C(C=C4)Cl)F. Drug 2: CC1CCC2CC(C(=CC=CC=CC(CC(C(=O)C(C(C(=CC(C(=O)CC(OC(=O)C3CCCCN3C(=O)C(=O)C1(O2)O)C(C)CC4CCC(C(C4)OC)O)C)C)O)OC)C)C)C)OC. Cell line: A549. Synergy scores: CSS=49.0, Synergy_ZIP=7.34, Synergy_Bliss=7.18, Synergy_Loewe=-5.86, Synergy_HSA=6.69. (4) Drug 1: CN1CCC(CC1)COC2=C(C=C3C(=C2)N=CN=C3NC4=C(C=C(C=C4)Br)F)OC. Drug 2: C1CN1P(=S)(N2CC2)N3CC3. Cell line: TK-10. Synergy scores: CSS=16.1, Synergy_ZIP=-9.70, Synergy_Bliss=1.31, Synergy_Loewe=-3.69, Synergy_HSA=1.63. (5) Drug 1: C1=CC=C(C=C1)NC(=O)CCCCCCC(=O)NO. Drug 2: CC1C(C(CC(O1)OC2CC(OC(C2O)C)OC3=CC4=CC5=C(C(=O)C(C(C5)C(C(=O)C(C(C)O)O)OC)OC6CC(C(C(O6)C)O)OC7CC(C(C(O7)C)O)OC8CC(C(C(O8)C)O)(C)O)C(=C4C(=C3C)O)O)O)O. Cell line: T-47D. Synergy scores: CSS=50.6, Synergy_ZIP=-5.07, Synergy_Bliss=-3.58, Synergy_Loewe=-3.67, Synergy_HSA=-3.52. (6) Drug 1: C1CC(=O)NC(=O)C1N2CC3=C(C2=O)C=CC=C3N. Drug 2: C1=CC(=CC=C1C#N)C(C2=CC=C(C=C2)C#N)N3C=NC=N3. Cell line: 786-0. Synergy scores: CSS=3.01, Synergy_ZIP=-2.65, Synergy_Bliss=-4.17, Synergy_Loewe=-1.65, Synergy_HSA=-1.88.